Dataset: Forward reaction prediction with 1.9M reactions from USPTO patents (1976-2016). Task: Predict the product of the given reaction. (1) Given the reactants [F:1][C:2]1[CH:10]=[CH:9][C:8]([C:11]2[CH:16]=[CH:15][CH:14]=[C:13]([F:17])[CH:12]=2)=[CH:7][C:3]=1[C:4]([OH:6])=O.C(Cl)(=O)C(Cl)=O.[NH2:24][C:25]1[C:26]([CH3:33])=[C:27]([OH:32])[CH:28]=[CH:29][C:30]=1[CH3:31].C([O-])(O)=O.[Na+].Cl, predict the reaction product. The product is: [F:1][C:2]1[CH:10]=[CH:9][C:8]([C:11]2[CH:16]=[CH:15][CH:14]=[C:13]([F:17])[CH:12]=2)=[CH:7][C:3]=1[C:4]([NH:24][C:25]1[C:30]([CH3:31])=[CH:29][CH:28]=[C:27]([OH:32])[C:26]=1[CH3:33])=[O:6]. (2) Given the reactants Cl[C:2]1[C:11]2[C:6](=[CH:7][CH:8]=[CH:9][CH:10]=2)[NH:5]/[C:4](=[C:12]2/[C:13]([CH:18]3[CH2:20][CH2:19]3)=[N:14][NH:15][C:16]/2=[O:17])/[CH:3]=1.[SH:21][C:22]1[CH:27]=[CH:26][C:25]([NH:28][C:29]([CH:31]2[CH2:33][CH2:32]2)=[O:30])=[CH:24][CH:23]=1, predict the reaction product. The product is: [CH:18]1([C:13]2=[N:14][NH:15][C:16](=[O:17])/[C:12]/2=[C:4]2\[NH:5][C:6]3[C:11]([C:2]([S:21][C:22]4[CH:23]=[CH:24][C:25]([NH:28][C:29]([CH:31]5[CH2:32][CH2:33]5)=[O:30])=[CH:26][CH:27]=4)=[CH:3]\2)=[CH:10][CH:9]=[CH:8][CH:7]=3)[CH2:20][CH2:19]1. (3) The product is: [CH2:1]([O:8][C:9]([NH:11][CH2:12][C@@H:13]([C:22]([O:24][CH3:25])=[O:23])[NH:14][C:15]([O:17][C:18]([CH3:20])([CH3:21])[CH3:19])=[O:16])=[O:10])[C:2]1[CH:3]=[CH:4][CH:5]=[CH:6][CH:7]=1. Given the reactants [CH2:1]([O:8][C:9]([NH:11][CH2:12][C@@H:13]([C:22]([OH:24])=[O:23])[NH:14][C:15]([O:17][C:18]([CH3:21])([CH3:20])[CH3:19])=[O:16])=[O:10])[C:2]1[CH:7]=[CH:6][CH:5]=[CH:4][CH:3]=1.[C:25](=O)([O-])[O-].[K+].[K+].CI, predict the reaction product. (4) Given the reactants ClC1C(C(C2C=C3C(C=CC=N3)=CC=2)N2[C:17](=[O:18])[C:16]3[C:11](=[CH:12][CH:13]=[CH:14][CH:15]=3)[C:10]2=[O:19])=NC=CN=1.[NH2:30][NH2:31].C(Cl)Cl.CC[OH:37], predict the reaction product. The product is: [C:17]([NH:30][NH2:31])(=[O:18])[C:16]1[C:11](=[CH:12][CH:13]=[CH:14][CH:15]=1)[C:10]([OH:19])=[O:37].